From a dataset of Forward reaction prediction with 1.9M reactions from USPTO patents (1976-2016). Predict the product of the given reaction. (1) Given the reactants [Cl:1][C:2]1[CH:7]=[CH:6][C:5]([C:8]2[C:12]([C:13]3[CH:18]=[CH:17][N:16]=[C:15]([NH:19][C:20]4[CH:25]=[CH:24][C:23]([CH2:26][N:27]5[CH2:32][CH2:31][N:30]([CH3:33])[CH2:29][CH2:28]5)=[CH:22][CH:21]=4)[N:14]=3)=[CH:11][NH:10][N:9]=2)=[CH:4][CH:3]=1.[CH3:34][N:35]([CH3:39])[CH2:36][CH2:37]O, predict the reaction product. The product is: [Cl:1][C:2]1[CH:7]=[CH:6][C:5]([C:8]2[C:12]([C:13]3[CH:18]=[CH:17][N:16]=[C:15]([NH:19][C:20]4[CH:21]=[CH:22][C:23]([CH2:26][N:27]5[CH2:28][CH2:29][N:30]([CH3:33])[CH2:31][CH2:32]5)=[CH:24][CH:25]=4)[N:14]=3)=[CH:11][N:10]([CH2:37][CH2:36][N:35]([CH3:39])[CH3:34])[N:9]=2)=[CH:4][CH:3]=1. (2) The product is: [CH3:33][C:28]1[N:27]([C:24]2[N:23]=[CH:22][C:21]([C@@H:19]([OH:20])[CH2:18][NH:17][C:12]([C@H:7]3[CH2:6][CH2:5][C:4]4[C:9](=[CH:10][CH:11]=[C:2]([I:1])[CH:3]=4)[O:8]3)=[O:14])=[CH:26][CH:25]=2)[C:31]([CH3:32])=[CH:30][CH:29]=1. Given the reactants [I:1][C:2]1[CH:3]=[C:4]2[C:9](=[CH:10][CH:11]=1)[O:8][C@@H:7]([C:12]([OH:14])=O)[CH2:6][CH2:5]2.Cl.Cl.[NH2:17][CH2:18][C@@H:19]([C:21]1[CH:22]=[N:23][C:24]([N:27]2[C:31]([CH3:32])=[CH:30][CH:29]=[C:28]2[CH3:33])=[CH:25][CH:26]=1)[OH:20].Cl.CN(C)CCCN=C=NCC.O.ON1C2C=CC=CC=2N=N1.C(N(CC)CC)C, predict the reaction product.